This data is from Forward reaction prediction with 1.9M reactions from USPTO patents (1976-2016). The task is: Predict the product of the given reaction. (1) The product is: [Cl:20][C:17]1[CH:18]=[CH:19][C:14]([C@H:13]2[C@H:9]([NH:7][CH3:6])[CH2:10][N:11]([C:21]([CH:23]3[CH2:24][CH2:25][N:26]([C:29]4[CH:34]=[CH:33][C:32]([C:35]#[N:36])=[CH:31][N:30]=4)[CH2:27][CH2:28]3)=[O:22])[CH2:12]2)=[CH:15][CH:16]=1. Given the reactants C(O[C:6](=O)[N:7]([C@H:9]1[C@H:13]([C:14]2[CH:19]=[CH:18][C:17]([Cl:20])=[CH:16][CH:15]=2)[CH2:12][N:11]([C:21]([CH:23]2[CH2:28][CH2:27][N:26]([C:29]3[CH:34]=[CH:33][C:32]([C:35]#[N:36])=[CH:31][N:30]=3)[CH2:25][CH2:24]2)=[O:22])[CH2:10]1)C)(C)(C)C.FC(F)(F)C(O)=O, predict the reaction product. (2) Given the reactants I[C:2]1[CH:8]=[CH:7][C:5]([NH2:6])=[CH:4][CH:3]=1.[C:9]([O:13][C:14]([N:16]1[CH2:21][CH2:20][NH:19][CH2:18][CH2:17]1)=[O:15])([CH3:12])([CH3:11])[CH3:10].P([O-])([O-])([O-])=O.[K+].[K+].[K+].C(O)CO, predict the reaction product. The product is: [C:9]([O:13][C:14]([N:16]1[CH2:21][CH2:20][N:19]([C:2]2[CH:8]=[CH:7][C:5]([NH2:6])=[CH:4][CH:3]=2)[CH2:18][CH2:17]1)=[O:15])([CH3:12])([CH3:10])[CH3:11]. (3) The product is: [Br:1][C:2]1[C:10]2[N:9]=[C:8]([C:11]3[CH:16]=[CH:15][C:14]([CH:17]([CH3:19])[CH3:18])=[CH:13][CH:12]=3)[N:7]([CH2:25][CH2:26][O:27][CH3:28])[C:6]=2[C:5]([O:20][CH3:21])=[CH:4][CH:3]=1. Given the reactants [Br:1][C:2]1[C:10]2[N:9]=[C:8]([C:11]3[CH:16]=[CH:15][C:14]([CH:17]([CH3:19])[CH3:18])=[CH:13][CH:12]=3)[NH:7][C:6]=2[C:5]([O:20][CH3:21])=[CH:4][CH:3]=1.[H-].[Na+].Br[CH2:25][CH2:26][O:27][CH3:28].O, predict the reaction product. (4) Given the reactants [CH3:1][O:2][C:3]1[CH:4]=[CH:5][CH:6]=[CH:7][C:8]=1[O:9][CH2:10][CH2:11][NH:12][CH2:13][CH:14]([OH:30])[CH2:15][O:16][C:17]1[CH:18]=[CH:19][CH:20]=[C:21]2[NH:29][C:28]3[CH:27]=[CH:26][CH:25]=[CH:24][C:23]=3[C:22]=12.O, predict the reaction product. The product is: [CH3:1][O:2][C:3]1[CH:4]=[CH:5][CH:6]=[CH:7][C:8]=1[O:9][CH2:10][CH2:11][NH:12][CH2:13][CH:14]([OH:30])[CH2:15][O:16][C:17]1[CH:18]=[CH:19][CH:20]=[C:21]2[NH:29][C:28]3[CH:27]=[CH:26][CH:25]=[CH:24][C:23]=3[C:22]=12.[CH3:1][O:2][C:3]1[CH:4]=[CH:5][CH:6]=[CH:7][C:8]=1[O:9][CH2:10][CH2:11][NH2:12].